Dataset: Catalyst prediction with 721,799 reactions and 888 catalyst types from USPTO. Task: Predict which catalyst facilitates the given reaction. (1) Reactant: C(#N)C.[CH2:4]([OH:7])[C:5]#[CH:6].[F:8][C:9]1[CH:10]=[C:11]([CH:14]=[C:15]([F:18])[C:16]=1F)[CH:12]=[O:13].C(=O)([O-])[O-].[K+].[K+]. Product: [F:18][C:15]1[CH:14]=[C:11]([CH:10]=[C:9]([F:8])[C:16]=1[O:7][CH2:4][C:5]#[CH:6])[CH:12]=[O:13]. The catalyst class is: 6. (2) Reactant: [NH2:1][CH2:2][C:3]1[CH:4]=[CH:5][C:6]2[N:10]=[C:9]([CH2:11][CH2:12][CH2:13][CH2:14][N:15]([CH2:19][CH2:20][CH3:21])[CH2:16][CH2:17][CH3:18])[N:8]([CH2:22][CH2:23][CH3:24])[C:7]=2[CH:25]=1.C(OC)(OC)OC.[NH:33]1[CH:37]=[CH:36][N:35]=[C:34]1[CH:38]=O.[BH4-].[Na+]. Product: [NH:33]1[CH:37]=[CH:36][N:35]=[C:34]1[CH2:38][N:1]([CH2:2][C:3]1[CH:4]=[CH:5][C:6]2[N:10]=[C:9]([CH2:11][CH2:12][CH2:13][CH2:14][N:15]([CH2:16][CH2:17][CH3:18])[CH2:19][CH2:20][CH3:21])[N:8]([CH2:22][CH2:23][CH3:24])[C:7]=2[CH:25]=1)[CH2:11][C:9]1[NH:8][CH:7]=[CH:6][N:10]=1. The catalyst class is: 5. (3) Reactant: [C:1]1([C:7]2[NH:11][C:10]3[S:12][C:13]([C:15]([O:17][CH2:18][CH3:19])=[O:16])=[CH:14][C:9]=3[C:8]=2[C:20](OC(C)(C)C)=O)[CH:6]=[CH:5][CH:4]=[CH:3][CH:2]=1.C(OC(=O)C)(=O)C.[C:34]1(=O)[CH2:39][CH2:38]C[CH2:36][CH2:35]1.P(=O)(O)(O)O.C([SiH](CC)CC)C. Product: [CH:20]1([C:8]2[C:9]3[CH:14]=[C:13]([C:15]([O:17][CH2:18][CH3:19])=[O:16])[S:12][C:10]=3[NH:11][C:7]=2[C:1]2[CH:6]=[CH:5][CH:4]=[CH:3][CH:2]=2)[CH2:38][CH2:39][CH2:34][CH2:35][CH2:36]1. The catalyst class is: 15. (4) Reactant: C(NC(C)C)(C)C.C([Li])CCC.[CH3:13][CH:14]([CH2:22][CH3:23])[C:15]([O:17][C:18]([CH3:21])([CH3:20])[CH3:19])=[O:16].[Br:24][C:25]1[CH:30]=[C:29]([CH2:31]Br)[CH:28]=[CH:27][C:26]=1[Cl:33].[Cl-].[NH4+]. Product: [Br:24][C:25]1[CH:30]=[C:29]([CH:28]=[CH:27][C:26]=1[Cl:33])[CH2:31][C:14]([CH3:13])([CH2:22][CH3:23])[C:15]([O:17][C:18]([CH3:20])([CH3:19])[CH3:21])=[O:16]. The catalyst class is: 56. (5) Reactant: Br[C:2]1[CH:7]=[C:6]([F:8])[CH:5]=[C:4](Br)[CH:3]=1.[CH2:10]([Li])[CH2:11][CH2:12][CH3:13].CN(C)[CH:17]=[O:18]. Product: [CH2:10]([C:2]1[CH:3]=[C:4]([CH:5]=[C:6]([F:8])[CH:7]=1)[CH:17]=[O:18])[CH2:11][CH2:12][CH3:13]. The catalyst class is: 27. (6) Reactant: [I:1][C:2]1[CH:3]=[C:4]2[C:9](=[CH:10][CH:11]=1)[C:8](=[O:12])[NH:7][C:6](=[O:13])/[C:5]/2=[CH:14]/OC.[CH3:17][CH:18]1[CH2:22][CH2:21][CH2:20][N:19]1[CH2:23][C:24]1[CH:29]=[CH:28][C:27]([NH2:30])=[CH:26][CH:25]=1. Product: [I:1][C:2]1[CH:3]=[C:4]2[C:9](=[CH:10][CH:11]=1)[C:8](=[O:12])[NH:7][C:6](=[O:13])/[C:5]/2=[CH:14]\[NH:30][C:27]1[CH:26]=[CH:25][C:24]([CH2:23][N:19]2[CH2:20][CH2:21][CH2:22][CH:18]2[CH3:17])=[CH:29][CH:28]=1. The catalyst class is: 3. (7) Reactant: C([O:8][C:9]1[CH:14]=[CH:13][C:12]([C@@H:15]([O:44][Si](CC)(CC)CC)[CH2:16][NH:17][CH2:18][CH2:19][C:20]2[CH:43]=[CH:42][C:23]([NH:24][CH:25]3[CH2:30][CH2:29][N:28]([C:31]([NH:33][CH2:34][CH2:35][CH2:36][CH2:37][CH2:38][CH2:39][CH2:40][CH3:41])=[O:32])[CH2:27][CH2:26]3)=[CH:22][CH:21]=2)=[CH:11][C:10]=1[NH:52][S:53]([CH3:56])(=[O:55])=[O:54])C1C=CC=CC=1.[F-].C([NH3+])(C)(C)C. Product: [CH2:34]([NH:33][C:31]([N:28]1[CH2:29][CH2:30][CH:25]([NH:24][C:23]2[CH:42]=[CH:43][C:20]([CH2:19][CH2:18][NH:17][CH2:16][C@H:15]([OH:44])[C:12]3[CH:13]=[CH:14][C:9]([OH:8])=[C:10]([NH:52][S:53]([CH3:56])(=[O:55])=[O:54])[CH:11]=3)=[CH:21][CH:22]=2)[CH2:26][CH2:27]1)=[O:32])[CH2:35][CH2:36][CH2:37][CH2:38][CH2:39][CH2:40][CH3:41]. The catalyst class is: 7. (8) Reactant: [NH2:1][CH2:2][CH2:3][C:4]1[CH:5]=[C:6]([NH:10][C:11]([NH:13][CH2:14][CH2:15][CH2:16][C:17]2[CH:22]=[CH:21][CH:20]=[CH:19][CH:18]=2)=[O:12])[CH:7]=[CH:8][CH:9]=1.[CH2:23]([O:30][C:31]1[CH:32]=[CH:33][C:34]([C@@H:42]([O:45][Si:46]([C:49]([CH3:52])([CH3:51])[CH3:50])([CH3:48])[CH3:47])[CH2:43]Br)=[C:35]2[C:40]=1[NH:39][C:38](=[O:41])[CH:37]=[CH:36]2)[C:24]1[CH:29]=[CH:28][CH:27]=[CH:26][CH:25]=1.C(=O)([O-])O.[Na+].O. Product: [CH2:23]([O:30][C:31]1[CH:32]=[CH:33][C:34]([C@@H:42]([O:45][Si:46]([C:49]([CH3:50])([CH3:52])[CH3:51])([CH3:48])[CH3:47])[CH2:43][NH:1][CH2:2][CH2:3][C:4]2[CH:5]=[C:6]([NH:10][C:11]([NH:13][CH2:14][CH2:15][CH2:16][C:17]3[CH:22]=[CH:21][CH:20]=[CH:19][CH:18]=3)=[O:12])[CH:7]=[CH:8][CH:9]=2)=[C:35]2[C:40]=1[NH:39][C:38](=[O:41])[CH:37]=[CH:36]2)[C:24]1[CH:25]=[CH:26][CH:27]=[CH:28][CH:29]=1. The catalyst class is: 60. (9) Reactant: [CH:1]1([C:4]2[N:5]=[C:6]3[CH:11]=[CH:10][C:9]([I:12])=[CH:8][N:7]3[CH:13]=2)[CH2:3][CH2:2]1.[C:14]([O-])(=[O:16])C.[Na+].C=O. Product: [CH:1]1([C:4]2[N:5]=[C:6]3[CH:11]=[CH:10][C:9]([I:12])=[CH:8][N:7]3[C:13]=2[CH2:14][OH:16])[CH2:3][CH2:2]1. The catalyst class is: 52. (10) Reactant: [F:1][C:2]([F:15])([F:14])[CH:3]1[CH2:8][CH2:7][CH:6]([CH2:9][NH:10][CH:11]([CH3:13])[CH3:12])[CH2:5][CH2:4]1.[Cl:16][C:17]1[CH:18]=[CH:19][C:20]([I:26])=[C:21]([CH:25]=1)[C:22](O)=[O:23].CN(C(ON1N=NC2C=CC=NC1=2)=[N+](C)C)C.F[P-](F)(F)(F)(F)F.CCN(C(C)C)C(C)C. Product: [Cl:16][C:17]1[CH:18]=[CH:19][C:20]([I:26])=[C:21]([CH:25]=1)[C:22]([N:10]([CH:11]([CH3:12])[CH3:13])[CH2:9][CH:6]1[CH2:5][CH2:4][CH:3]([C:2]([F:14])([F:15])[F:1])[CH2:8][CH2:7]1)=[O:23]. The catalyst class is: 384.